This data is from TCR-epitope binding with 47,182 pairs between 192 epitopes and 23,139 TCRs. The task is: Binary Classification. Given a T-cell receptor sequence (or CDR3 region) and an epitope sequence, predict whether binding occurs between them. (1) The TCR CDR3 sequence is CASSSGQTLPGELFF. Result: 0 (the TCR does not bind to the epitope). The epitope is NEGVKAAW. (2) The epitope is FLNGSCGSV. The TCR CDR3 sequence is CASSLVVAGYQETQYF. Result: 0 (the TCR does not bind to the epitope). (3) The epitope is ILGLPTQTV. The TCR CDR3 sequence is CASRDVVGRLSSYNEQFF. Result: 0 (the TCR does not bind to the epitope). (4) The epitope is ELAGIGILTV. The TCR CDR3 sequence is CASSSLRASTNEKLFF. Result: 0 (the TCR does not bind to the epitope). (5) The epitope is KTSVDCTMYI. The TCR CDR3 sequence is CASSLSLAGVSTDTQYF. Result: 1 (the TCR binds to the epitope). (6) The epitope is RLQSLQTYV. The TCR CDR3 sequence is CASSGAGGHHEQFF. Result: 0 (the TCR does not bind to the epitope). (7) The epitope is KTWGQYWQV. The TCR CDR3 sequence is CANSLYTGSDQPQHF. Result: 0 (the TCR does not bind to the epitope). (8) The epitope is EILDITPCSF. The TCR CDR3 sequence is CASSLEAGFDEQFF. Result: 0 (the TCR does not bind to the epitope). (9) The epitope is KLSYGIATV. The TCR CDR3 sequence is CASSYVGGNTEAFF. Result: 0 (the TCR does not bind to the epitope). (10) The epitope is FLRGRAYGL. The TCR CDR3 sequence is CASSLSGTMNTEAFF. Result: 0 (the TCR does not bind to the epitope).